From a dataset of Forward reaction prediction with 1.9M reactions from USPTO patents (1976-2016). Predict the product of the given reaction. (1) Given the reactants [CH:1]1([CH2:4][O:5][C:6]2[N:11]=[C:10]([C:12]([OH:14])=O)[CH:9]=[N:8][C:7]=2[N:15]2[CH2:18][C:17]([F:20])([F:19])[CH2:16]2)[CH2:3][CH2:2]1.[CH:21]1([CH2:24][C@H:25]([NH2:32])[C:26]2[N:30]=[C:29]([CH3:31])[O:28][N:27]=2)[CH2:23][CH2:22]1, predict the reaction product. The product is: [CH:21]1([CH2:24][C@H:25]([NH:32][C:12]([C:10]2[CH:9]=[N:8][C:7]([N:15]3[CH2:18][C:17]([F:20])([F:19])[CH2:16]3)=[C:6]([O:5][CH2:4][CH:1]3[CH2:2][CH2:3]3)[N:11]=2)=[O:14])[C:26]2[N:30]=[C:29]([CH3:31])[O:28][N:27]=2)[CH2:23][CH2:22]1. (2) Given the reactants [Br:1][C:2]1[C:6]2[CH:7]=[N:8][C:9]([N+:23]([O-])=O)=[C:10]([O:11][C@@H:12]([C:14]3[C:19]([Cl:20])=[CH:18][CH:17]=[C:16]([F:21])[C:15]=3[Cl:22])[CH3:13])[C:5]=2[O:4][CH:3]=1.Cl, predict the reaction product. The product is: [Br:1][C:2]1[C:6]2[CH:7]=[N:8][C:9]([NH2:23])=[C:10]([O:11][C@@H:12]([C:14]3[C:19]([Cl:20])=[CH:18][CH:17]=[C:16]([F:21])[C:15]=3[Cl:22])[CH3:13])[C:5]=2[O:4][CH:3]=1. (3) Given the reactants C([O:8][N:9]([C:13]1([CH2:42][CH2:43][CH:44]([CH3:46])[CH3:45])[C:22]2[C:17](=[CH:18][CH:19]=[CH:20][CH:21]=2)[C:16]([OH:23])=[C:15]([C:24]2[NH:29][C:28]3[CH:30]=[CH:31][C:32]([NH:34][S:35]([CH3:38])(=[O:37])=[O:36])=[CH:33][C:27]=3[S:26](=[O:40])(=[O:39])[N:25]=2)[C:14]1=[O:41])[C:10](=[O:12])[CH3:11])C1C=CC=CC=1, predict the reaction product. The product is: [OH:8][N:9]([C:13]1([CH2:42][CH2:43][CH:44]([CH3:46])[CH3:45])[C:22]2[C:17](=[CH:18][CH:19]=[CH:20][CH:21]=2)[C:16]([OH:23])=[C:15]([C:24]2[NH:29][C:28]3[CH:30]=[CH:31][C:32]([NH:34][S:35]([CH3:38])(=[O:37])=[O:36])=[CH:33][C:27]=3[S:26](=[O:40])(=[O:39])[N:25]=2)[C:14]1=[O:41])[C:10](=[O:12])[CH3:11]. (4) Given the reactants O.C(O)(=O)C1NC(=O)NC(=O)C=1.[Cl:13][C:14]1[CH:15]=[CH:16][C:17]2[CH2:23][CH2:22][NH:21][CH2:20][C@H:19]([CH3:24])[C:18]=2[CH:25]=1.[C:26]([O-:36])(=[O:35])/[CH:27]=[CH:28]/[C:29]1[CH:34]=[CH:33][CH:32]=[CH:31][CH:30]=1, predict the reaction product. The product is: [C:26]([OH:36])(=[O:35])/[CH:27]=[CH:28]/[C:29]1[CH:30]=[CH:31][CH:32]=[CH:33][CH:34]=1.[Cl:13][C:14]1[CH:15]=[CH:16][C:17]2[CH2:23][CH2:22][NH:21][CH2:20][C@H:19]([CH3:24])[C:18]=2[CH:25]=1. (5) Given the reactants [Cl:1][C:2]1[N:7]=[C:6]([CH3:8])[CH:5]=[CH:4][CH:3]=1.[CH3:9][O:10][C:11]1[CH:21]=[CH:20][C:14]([C:15](OCC)=[O:16])=[CH:13][CH:12]=1.C[Si]([N-][Si](C)(C)C)(C)C.[Li+], predict the reaction product. The product is: [Cl:1][C:2]1[N:7]=[C:6]([CH2:8][C:15]([C:14]2[CH:20]=[CH:21][C:11]([O:10][CH3:9])=[CH:12][CH:13]=2)=[O:16])[CH:5]=[CH:4][CH:3]=1. (6) Given the reactants [CH:1]1([N:6]2[C:14]3[C:9](=[CH:10][CH:11]=[CH:12][C:13]=3[C:15]([F:18])([F:17])[F:16])[C:8]([C:19]([C:21]3[CH:26]=[CH:25][CH:24]=[C:23]([O:27]C)[CH:22]=3)=[O:20])=[N:7]2)[CH2:5][CH2:4][CH2:3][CH2:2]1.B(Br)(Br)Br, predict the reaction product. The product is: [CH:1]1([N:6]2[C:14]3[C:9](=[CH:10][CH:11]=[CH:12][C:13]=3[C:15]([F:17])([F:18])[F:16])[C:8]([C:19]([C:21]3[CH:26]=[CH:25][CH:24]=[C:23]([OH:27])[CH:22]=3)=[O:20])=[N:7]2)[CH2:2][CH2:3][CH2:4][CH2:5]1. (7) The product is: [CH2:23]([S:20]([N:17]1[CH2:18][CH2:19][CH:14]([NH:13][C:9]2[CH:8]=[C:7]([C:4]3[S:5][CH:6]=[C:2]([NH:1][CH2:38][C:39]([O:41][CH3:42])=[O:40])[C:3]=3[CH3:30])[CH:12]=[CH:11][CH:10]=2)[CH2:15][CH2:16]1)(=[O:22])=[O:21])[C:24]1[CH:29]=[CH:28][CH:27]=[CH:26][CH:25]=1. Given the reactants [NH2:1][C:2]1[C:3]([CH3:30])=[C:4]([C:7]2[CH:8]=[C:9]([NH:13][CH:14]3[CH2:19][CH2:18][N:17]([S:20]([CH2:23][C:24]4[CH:29]=[CH:28][CH:27]=[CH:26][CH:25]=4)(=[O:22])=[O:21])[CH2:16][CH2:15]3)[CH:10]=[CH:11][CH:12]=2)[S:5][CH:6]=1.C([O-])([O-])=O.[K+].[K+].Br[CH2:38][C:39]([O:41][CH3:42])=[O:40], predict the reaction product.